From a dataset of Forward reaction prediction with 1.9M reactions from USPTO patents (1976-2016). Predict the product of the given reaction. (1) Given the reactants [OH:1][CH2:2][C@@H:3]([NH:32]C(=O)OCC1C=CC=CC=1)[C:4]([NH:6][C:7]1[CH:12]=[CH:11][C:10]([C:13]2[CH:18]=[CH:17][N:16]=[C:15]([NH:19][C:20]3[CH:25]=[CH:24][C:23]([N:26]4[CH2:31][CH2:30][O:29][CH2:28][CH2:27]4)=[CH:22][CH:21]=3)[N:14]=2)=[CH:9][CH:8]=1)=[O:5].C([O-])=O.[NH4+], predict the reaction product. The product is: [NH2:32][C@H:3]([CH2:2][OH:1])[C:4]([NH:6][C:7]1[CH:12]=[CH:11][C:10]([C:13]2[CH:18]=[CH:17][N:16]=[C:15]([NH:19][C:20]3[CH:25]=[CH:24][C:23]([N:26]4[CH2:27][CH2:28][O:29][CH2:30][CH2:31]4)=[CH:22][CH:21]=3)[N:14]=2)=[CH:9][CH:8]=1)=[O:5]. (2) Given the reactants BrC1C(C)=CC2C(C)(C)CCC(C)(C)C=2C=1.C([N:20](C(C)C)[C:21]([C:23]1[C:28](C(=O)C)=[CH:27][CH:26]=[CH:25][N:24]=1)=[O:22])(C)C, predict the reaction product. The product is: [N:24]1[CH:25]=[CH:26][CH:27]=[CH:28][C:23]=1[C:21]([NH2:20])=[O:22]. (3) The product is: [CH3:26][CH:25]([CH3:27])[C:24]([NH:1][C:2]1[CH:7]=[CH:6][CH:5]=[C:4]([C:8]2[N:13]3[N:14]=[CH:15][C:16]([C:17]([C:19]4[S:20][CH:21]=[CH:22][CH:23]=4)=[O:18])=[C:12]3[N:11]=[CH:10][CH:9]=2)[CH:3]=1)=[O:28]. Given the reactants [NH2:1][C:2]1[CH:3]=[C:4]([C:8]2[N:13]3[N:14]=[CH:15][C:16]([C:17]([C:19]4[S:20][CH:21]=[CH:22][CH:23]=4)=[O:18])=[C:12]3[N:11]=[CH:10][CH:9]=2)[CH:5]=[CH:6][CH:7]=1.[C:24](Cl)(=[O:28])[CH:25]([CH3:27])[CH3:26], predict the reaction product.